Dataset: Forward reaction prediction with 1.9M reactions from USPTO patents (1976-2016). Task: Predict the product of the given reaction. (1) Given the reactants ClC1C=C(C=CC=1)C(OO)=[O:6].[CH3:12][C:13]1[CH:14]=[C:15]([NH:20][C:21]([C:23]2[C:24]([S:29][CH2:30][C:31]3[C:40]4[C:35](=[CH:36][CH:37]=[CH:38][CH:39]=4)[N:34]=[CH:33][CH:32]=3)=[N:25][CH:26]=[CH:27][CH:28]=2)=[O:22])[CH:16]=[C:17]([CH3:19])[CH:18]=1, predict the reaction product. The product is: [CH3:12][C:13]1[CH:14]=[C:15]([NH:20][C:21]([C:23]2[C:24]([S:29]([CH2:30][C:31]3[C:40]4[C:35](=[CH:36][CH:37]=[CH:38][CH:39]=4)[N:34]=[CH:33][CH:32]=3)=[O:6])=[N:25][CH:26]=[CH:27][CH:28]=2)=[O:22])[CH:16]=[C:17]([CH3:19])[CH:18]=1. (2) Given the reactants [Cl:1][C:2]1[C:17]([Cl:18])=[CH:16][C:5]2[NH:6][C:7]([C:9]3[C:10](Cl)=[N:11][CH:12]=[CH:13][CH:14]=3)=[N:8][C:4]=2[CH:3]=1.[CH3:19][S:20]([CH:23]1[CH2:28][CH2:27][NH:26][CH2:25][CH2:24]1)(=[O:22])=[O:21].C(N(C(C)C)CC)(C)C.O, predict the reaction product. The product is: [Cl:1][C:2]1[C:17]([Cl:18])=[CH:16][C:5]2[NH:6][C:7]([C:9]3[C:10]([N:26]4[CH2:27][CH2:28][CH:23]([S:20]([CH3:19])(=[O:22])=[O:21])[CH2:24][CH2:25]4)=[N:11][CH:12]=[CH:13][CH:14]=3)=[N:8][C:4]=2[CH:3]=1.